Dataset: Catalyst prediction with 721,799 reactions and 888 catalyst types from USPTO. Task: Predict which catalyst facilitates the given reaction. (1) Reactant: [CH3:1][C:2]1[CH:11]=[C:10]([CH3:12])[CH:9]=[CH:8][C:3]=1[C:4]([O:6][CH3:7])=[O:5].[Al].[Br:14]Br. Product: [Br:14][C:9]1[C:10]([CH3:12])=[CH:11][C:2]([CH3:1])=[C:3]([CH:8]=1)[C:4]([O:6][CH3:7])=[O:5]. The catalyst class is: 27. (2) Reactant: [NH2:1][CH2:2][CH:3]1[CH2:8][CH2:7][CH:6]([CH2:9][N:10]([CH2:31][C:32]2[CH:37]=[CH:36][CH:35]=[CH:34][CH:33]=2)[S:11]([NH:14][C:15](=[O:30])[C:16]2[CH:21]=[C:20]([C:22]([F:25])([F:24])[F:23])[CH:19]=[C:18]([C:26]([F:29])([F:28])[F:27])[CH:17]=2)(=[O:13])=[O:12])[CH2:5][CH2:4]1.C(N(CC)CC)C.[C:45]1([S:51](Cl)(=[O:53])=[O:52])[CH:50]=[CH:49][CH:48]=[CH:47][CH:46]=1. Product: [CH2:31]([N:10]([CH2:9][CH:6]1[CH2:5][CH2:4][CH:3]([CH2:2][NH:1][S:51]([C:45]2[CH:50]=[CH:49][CH:48]=[CH:47][CH:46]=2)(=[O:53])=[O:52])[CH2:8][CH2:7]1)[S:11]([NH:14][C:15](=[O:30])[C:16]1[CH:17]=[C:18]([C:26]([F:27])([F:28])[F:29])[CH:19]=[C:20]([C:22]([F:23])([F:24])[F:25])[CH:21]=1)(=[O:12])=[O:13])[C:32]1[CH:37]=[CH:36][CH:35]=[CH:34][CH:33]=1. The catalyst class is: 4. (3) Reactant: [Si]([O:8][CH2:9][C:10]1[C:15]([Cl:16])=[CH:14][C:13]([C:17]2[CH:18]([CH3:30])[CH2:19][N:20]([C:23]([O:25][C:26]([CH3:29])([CH3:28])[CH3:27])=[O:24])[CH2:21][CH:22]=2)=[CH:12][N:11]=1)(C(C)(C)C)(C)C.[F-].C([N+](CCCC)(CCCC)CCCC)CCC.O1CCCC1.C(OCC)(=O)C. Product: [Cl:16][C:15]1[C:10]([CH2:9][OH:8])=[N:11][CH:12]=[C:13]([C:17]2[CH:18]([CH3:30])[CH2:19][N:20]([C:23]([O:25][C:26]([CH3:27])([CH3:28])[CH3:29])=[O:24])[CH2:21][CH:22]=2)[CH:14]=1. The catalyst class is: 7. (4) Reactant: [NH2:1][CH:2]1[CH:6]([C:7]2[CH:12]=[CH:11][C:10]([Cl:13])=[C:9]([Cl:14])[CH:8]=2)[CH2:5][N:4]([C:15]([CH:17]2[CH2:22][CH2:21][N:20]([C:23]([C:25]3([CH3:28])[CH2:27][CH2:26]3)=[O:24])[CH2:19][CH2:18]2)=[O:16])[CH2:3]1.C(O[C:32]1(O[Si](C)(C)C)[CH2:34][CH2:33]1)C.C(O[BH-](OC(=O)C)OC(=O)C)(=O)C.[Na+].C(O)(=O)C. Product: [Cl:14][C:9]1[CH:8]=[C:7]([C@H:6]2[C@H:2]([NH:1][CH:32]3[CH2:34][CH2:33]3)[CH2:3][N:4]([C:15]([CH:17]3[CH2:22][CH2:21][N:20]([C:23]([C:25]4([CH3:28])[CH2:27][CH2:26]4)=[O:24])[CH2:19][CH2:18]3)=[O:16])[CH2:5]2)[CH:12]=[CH:11][C:10]=1[Cl:13]. The catalyst class is: 4. (5) Product: [O:42]=[S:38]1(=[O:41])[CH2:39][CH2:40][N:35]([CH2:34][CH2:33][NH:32][C@:16]23[CH2:28][CH2:27][C@@H:26]([C:29]([CH3:31])=[CH2:30])[C@@H:17]2[C@@H:18]2[C@@:13]([CH3:43])([CH2:14][CH2:15]3)[C@@:12]3([CH3:44])[C@@H:21]([C@:22]4([CH3:25])[C@@H:9]([CH2:10][CH2:11]3)[C:8]([CH3:45])([CH3:46])[C:7]([C:54]3[CH2:55][CH2:56][C@:51]([CH2:50][F:49])([C:66]([O:68][CH2:69][C:70]5[CH:71]=[CH:72][CH:73]=[CH:74][CH:75]=5)=[O:67])[CH2:52][CH:53]=3)=[CH:24][CH2:23]4)[CH2:20][CH2:19]2)[CH2:36][CH2:37]1. Reactant: FC(F)(F)S(O[C:7]1[C:8]([CH3:46])([CH3:45])[C@H:9]2[C@:22]([CH3:25])([CH2:23][CH:24]=1)[C@@H:21]1[C@:12]([CH3:44])([C@@:13]3([CH3:43])[C@H:18]([CH2:19][CH2:20]1)[C@H:17]1[C@H:26]([C:29]([CH3:31])=[CH2:30])[CH2:27][CH2:28][C@:16]1([NH:32][CH2:33][CH2:34][N:35]1[CH2:40][CH2:39][S:38](=[O:42])(=[O:41])[CH2:37][CH2:36]1)[CH2:15][CH2:14]3)[CH2:11][CH2:10]2)(=O)=O.[F:49][CH2:50][C@:51]1([C:66]([O:68][CH2:69][C:70]2[CH:75]=[CH:74][CH:73]=[CH:72][CH:71]=2)=[O:67])[CH2:56][CH2:55][C:54](B2OC(C)(C)C(C)(C)O2)=[CH:53][CH2:52]1.C([O-])([O-])=O.[Na+].[Na+].O. The catalyst class is: 70.